Task: Predict the product of the given reaction.. Dataset: Forward reaction prediction with 1.9M reactions from USPTO patents (1976-2016) (1) Given the reactants C(O[CH:4]=[C:5]([C:11]([O:13][CH2:14][CH3:15])=O)[C:6]([O:8][CH2:9][CH3:10])=[O:7])C.Cl.[NH:17]([CH2:19][C:20]([O:22][CH2:23][C:24]1C=CC=CC=1)=[O:21])[NH2:18].C(N(CC)CC)C.C(#N)C, predict the reaction product. The product is: [CH2:14]([O:13][C:11]1[N:17]([CH2:19][C:20]([O:22][CH2:23][CH3:24])=[O:21])[N:18]=[CH:4][C:5]=1[C:6]([O:8][CH2:9][CH3:10])=[O:7])[CH3:15]. (2) Given the reactants [F:1][C:2]([S:5][C:6]1[CH:11]=[CH:10][C:9]([NH:12][C@H:13]2[CH2:18][CH2:17][C@H:16]([OH:19])[CH2:15][CH2:14]2)=[CH:8][CH:7]=1)([F:4])[F:3].C[Si]([N-][Si](C)(C)C)(C)C.[Li+].C([O:34][C:35](=[O:38])[CH2:36]Br)(C)(C)C.FC(F)(F)C(O)=O, predict the reaction product. The product is: [F:1][C:2]([S:5][C:6]1[CH:7]=[CH:8][C:9]([NH:12][C@H:13]2[CH2:18][CH2:17][C@H:16]([O:19][CH2:36][C:35]([OH:38])=[O:34])[CH2:15][CH2:14]2)=[CH:10][CH:11]=1)([F:4])[F:3]. (3) Given the reactants [O:1]=[C:2]1[CH:6]([C:7]([OH:9])=[O:8])[CH:5]([C:10]2[CH:15]=[CH:14][CH:13]=[CH:12][CH:11]=2)[CH2:4][NH:3]1.OS(O)(=O)=O.[CH3:21][CH2:22]OC(C)=O, predict the reaction product. The product is: [O:1]=[C:2]1[CH:6]([C:7]([O:9][CH2:21][CH3:22])=[O:8])[CH:5]([C:10]2[CH:15]=[CH:14][CH:13]=[CH:12][CH:11]=2)[CH2:4][NH:3]1. (4) Given the reactants [CH2:1]([C:4]1[C:13]([N+:14]([O-:16])=[O:15])=[CH:12][CH:11]=[CH:10][C:5]=1[C:6]([O:8]C)=[O:7])[CH:2]=[CH2:3].[Li+].[OH-].Cl.CCOC(C)=O, predict the reaction product. The product is: [CH2:1]([C:4]1[C:13]([N+:14]([O-:16])=[O:15])=[CH:12][CH:11]=[CH:10][C:5]=1[C:6]([OH:8])=[O:7])[CH:2]=[CH2:3]. (5) Given the reactants [CH3:1][C:2]1[CH:3]=[C:4]([CH:7]=[C:8]([CH3:10])[CH:9]=1)[CH:5]=O.[CH2:11]([N:13]([CH2:19][CH3:20])[CH2:14][CH2:15][CH2:16][CH2:17][NH2:18])[CH3:12].[BH4-].[Na+].Cl, predict the reaction product. The product is: [CH2:11]([N:13]([CH2:19][CH3:20])[CH2:14][CH2:15][CH2:16][CH2:17][NH:18][CH2:5][C:4]1[CH:3]=[C:2]([CH3:1])[CH:9]=[C:8]([CH3:10])[CH:7]=1)[CH3:12]. (6) Given the reactants [I:1][C:2]1[N:3]=[CH:4][NH:5][CH:6]=1.C(=O)([O-])[O-].[Cs+].[Cs+].Br[CH2:14][CH:15]1[CH2:17][CH2:16]1, predict the reaction product. The product is: [CH:15]1([CH2:14][N:5]2[CH:6]=[C:2]([I:1])[N:3]=[CH:4]2)[CH2:17][CH2:16]1. (7) Given the reactants [CH3:1][O:2][C:3]([C@H:5]1[N:9]2[C:10](=[O:33])[C:11]([C:31]#[N:32])=[C:12]([CH2:20][C:21]3[C:30]4[C:25](=[CH:26][CH:27]=[CH:28][CH:29]=4)[CH:24]=[CH:23][CH:22]=3)[C:13]([C:14]3[CH:19]=[CH:18]C=CC=3)=[C:8]2[S:7][CH2:6]1)=[O:4].COC([C@H]1N2C(=O)C(Br)=C(CC3C4C(=CC=CC=4)C=CC=3)C(C3C=CC=CC=3)=C2SC1)=O.COC(C1N2C(=O)C(Br)=C(CC3C4C(=CC=CC=4)C=CC=3)C(C3CC3)=C2SC1)=O, predict the reaction product. The product is: [CH3:1][O:2][C:3]([CH:5]1[N:9]2[C:10](=[O:33])[C:11]([C:31]#[N:32])=[C:12]([CH2:20][C:21]3[C:30]4[C:25](=[CH:26][CH:27]=[CH:28][CH:29]=4)[CH:24]=[CH:23][CH:22]=3)[C:13]([CH:14]3[CH2:18][CH2:19]3)=[C:8]2[S:7][CH2:6]1)=[O:4].